Dataset: Orexin1 receptor HTS with 218,158 compounds and 233 confirmed actives. Task: Binary Classification. Given a drug SMILES string, predict its activity (active/inactive) in a high-throughput screening assay against a specified biological target. (1) The drug is Brc1cc(C(OCC(=O)c2ccc(OC)cc2)=O)cnc1. The result is 0 (inactive). (2) The compound is S=c1n(CCCOCC)c(=O)c2c([nH]1)cc(C(=O)NCCCN(CC)CC)cc2. The result is 0 (inactive). (3) The drug is O=C(Nc1c(OC)ccc(c1)C)CCCCCCCC. The result is 0 (inactive).